From a dataset of Reaction yield outcomes from USPTO patents with 853,638 reactions. Predict the reaction yield, written as a fraction of the theoretical maximum amount of product (1.0 means a 100% yield; for example, 0.34 means a 34% yield). (1) The reactants are [CH3:1][O:2][C:3]1[CH:12]=[CH:11][CH:10]=[C:5]([C:6]([O:8]C)=[O:7])[C:4]=1[C:13]([O:15]C)=[O:14].[OH-].[K+].CO. The catalyst is O. The product is [CH3:1][O:2][C:3]1[CH:12]=[CH:11][CH:10]=[C:5]([C:6]([OH:8])=[O:7])[C:4]=1[C:13]([OH:15])=[O:14]. The yield is 0.840. (2) The reactants are C([O-])([O-])=O.[Cs+].[Cs+].[OH:7][C:8]1[C:16]2[CH:15]=[CH:14][S:13][C:12]=2[CH:11]=[C:10]([C:17]([O:19]CC)=O)[CH:9]=1.F[C:23]1[CH:28]=[CH:27][C:26]([S:29]([CH3:32])(=[O:31])=[O:30])=[CH:25][CH:24]=1.[CH3:33][N:34]1[CH:38]=[CH:37][C:36]([NH2:39])=[N:35]1.CN(C(ON1N=NC2C=CC=NC1=2)=[N+](C)C)C.F[P-](F)(F)(F)(F)F. The catalyst is CN(C=O)C. The product is [CH3:32][S:29]([C:26]1[CH:27]=[CH:28][C:23]([O:7][C:8]2[C:16]3[CH:15]=[CH:14][S:13][C:12]=3[CH:11]=[C:10]([C:17]([NH:39][C:36]3[CH:37]=[CH:38][N:34]([CH3:33])[N:35]=3)=[O:19])[CH:9]=2)=[CH:24][CH:25]=1)(=[O:31])=[O:30]. The yield is 0.240. (3) The reactants are [CH3:1][O:2][C:3]1[CH:4]=[C:5]2[C:10](=[CH:11][C:12]=1[O:13][CH2:14][C@H:15]1[CH2:17][O:16]1)[N:9]=[CH:8][N:7]=[C:6]2[O:18][C:19]1[CH:20]=[C:21]2[C:25](=[CH:26][CH:27]=1)[NH:24][C:23]([CH3:28])=[CH:22]2.[NH:29]1[CH2:33][CH2:32][CH2:31][CH2:30]1. The catalyst is C1COCC1. The product is [OH:16][C@H:15]([CH2:17][N:29]1[CH2:33][CH2:32][CH2:31][CH2:30]1)[CH2:14][O:13][C:12]1[CH:11]=[C:10]2[C:5]([C:6]([O:18][C:19]3[CH:20]=[C:21]4[C:25](=[CH:26][CH:27]=3)[NH:24][C:23]([CH3:28])=[CH:22]4)=[N:7][CH:8]=[N:9]2)=[CH:4][C:3]=1[O:2][CH3:1]. The yield is 0.550. (4) The reactants are [NH2:1][C:2]1[CH:11]=[CH:10][C:5]2[C:6](=[O:9])[O:7][CH2:8][C:4]=2[CH:3]=1.[CH2:12](Br)[C:13]1[CH:18]=[CH:17][CH:16]=[CH:15][CH:14]=1.[CH:20](N(C(C)C)CC)([CH3:22])[CH3:21].[CH2:29]1[CH2:33]O[CH2:31][CH2:30]1. No catalyst specified. The product is [CH2:12]([N:1]([CH2:31][C:30]1[CH:22]=[CH:20][CH:21]=[CH:33][CH:29]=1)[C:2]1[CH:3]=[C:4]2[C:5](=[CH:10][CH:11]=1)[C:6](=[O:9])[O:7][CH2:8]2)[C:13]1[CH:18]=[CH:17][CH:16]=[CH:15][CH:14]=1. The yield is 0.310. (5) The reactants are [NH2:1][CH2:2][CH2:3][NH:4][C:5]([CH:7]1[CH2:12][CH2:11][N:10]([C:13]2[C:18]([Cl:19])=[CH:17][N:16]=[CH:15][C:14]=2[Cl:20])[CH2:9][CH2:8]1)=[O:6].[C:21](O)(=[O:28])[C:22]1[CH:27]=[CH:26][CH:25]=[CH:24][CH:23]=1.CN(C(ON1N=NC2C=CC=NC1=2)=[N+](C)C)C.F[P-](F)(F)(F)(F)F.CCN(C(C)C)C(C)C.C(=O)([O-])O.[Na+]. The catalyst is CN(C=O)C. The product is [C:21]([NH:1][CH2:2][CH2:3][NH:4][C:5]([CH:7]1[CH2:8][CH2:9][N:10]([C:13]2[C:14]([Cl:20])=[CH:15][N:16]=[CH:17][C:18]=2[Cl:19])[CH2:11][CH2:12]1)=[O:6])(=[O:28])[C:22]1[CH:27]=[CH:26][CH:25]=[CH:24][CH:23]=1. The yield is 0.360. (6) The reactants are Cl[C:2](Cl)=[CH:3][C:4]([C:6]1[C:7]([Cl:14])=[N:8][C:9]([CH3:13])=[CH:10][C:11]=1[Cl:12])=[O:5].[NH2:16][C:17]1[CH:22]=[CH:21][CH:20]=[CH:19][CH:18]=1. The catalyst is O1CCOCC1. The product is [NH:16]([C:2]([NH:16][C:17]1[CH:22]=[CH:21][CH:20]=[CH:19][CH:18]=1)=[CH:3][C:4]([C:6]1[C:7]([Cl:14])=[N:8][C:9]([CH3:13])=[CH:10][C:11]=1[Cl:12])=[O:5])[C:17]1[CH:22]=[CH:21][CH:20]=[CH:19][CH:18]=1. The yield is 0.990.